From a dataset of Forward reaction prediction with 1.9M reactions from USPTO patents (1976-2016). Predict the product of the given reaction. (1) The product is: [OH:35][CH2:34][CH2:33][N:31]1[CH:32]=[C:28]([C:2]2[C:3]([O:16][CH2:17][CH2:18][CH3:19])=[C:4]3[C:9](=[CH:10][CH:11]=2)[N:8]([C:12](=[O:14])[CH3:13])[C@@H:7]([CH3:15])[CH2:6][CH2:5]3)[CH:29]=[N:30]1. Given the reactants Br[C:2]1[C:3]([O:16][CH2:17][CH2:18][CH3:19])=[C:4]2[C:9](=[CH:10][CH:11]=1)[N:8]([C:12](=[O:14])[CH3:13])[C@@H:7]([CH3:15])[CH2:6][CH2:5]2.CC1(C)C(C)(C)OB([C:28]2[CH:29]=[N:30][N:31]([CH2:33][CH2:34][OH:35])[CH:32]=2)O1.C(=O)([O-])[O-].[Cs+].[Cs+], predict the reaction product. (2) Given the reactants C([Li])CCC.Br[C:7]1[CH:12]=[CH:11][C:10]([S:13]([N:16]2[CH2:21][CH2:20][N:19]([CH3:22])[CH2:18][CH2:17]2)(=[O:15])=[O:14])=[CH:9][CH:8]=1.B(OCCCC)(OCCCC)OCCCC.Cl.C(=O)([O-])[O-].[Na+].[Na+].Br[C:47]1[CH:48]=[C:49]2[C:55]([C:56]([O:58][CH3:59])=[O:57])=[CH:54][NH:53][C:50]2=[N:51][CH:52]=1, predict the reaction product. The product is: [CH3:22][N:19]1[CH2:20][CH2:21][N:16]([S:13]([C:10]2[CH:11]=[CH:12][C:7]([C:47]3[CH:48]=[C:49]4[C:55]([C:56]([O:58][CH3:59])=[O:57])=[CH:54][NH:53][C:50]4=[N:51][CH:52]=3)=[CH:8][CH:9]=2)(=[O:15])=[O:14])[CH2:17][CH2:18]1. (3) Given the reactants [C:1]1([C@H:7]([NH2:10])[CH2:8][CH3:9])[CH:6]=[CH:5][CH:4]=[CH:3][CH:2]=1.[CH:11]1[N:16]=[C:15](Cl)[C:14]2[N:18]=[CH:19][N:20]([C@@H:21]3[O:25][C@H:24]([CH2:26][OH:27])[C@@H:23]([OH:28])[C@H:22]3[OH:29])[C:13]=2[N:12]=1.C(N(CC)CC)C, predict the reaction product. The product is: [C:1]1([C@H:7]([NH:10][C:15]2[C:14]3[N:18]=[CH:19][N:20]([C:13]=3[N:12]=[CH:11][N:16]=2)[C@@H:21]2[O:25][C@H:24]([CH2:26][OH:27])[C@@H:23]([OH:28])[C@H:22]2[OH:29])[CH2:8][CH3:9])[CH:6]=[CH:5][CH:4]=[CH:3][CH:2]=1. (4) Given the reactants [C:1]1([CH3:23])[CH:6]=[CH:5][C:4]([N:7]=[C:8]2[NH:12][C:11](=[O:13])[C:10](=[CH:14][CH2:15][CH2:16][C:17]3[CH:22]=[CH:21][CH:20]=[CH:19][CH:18]=3)[S:9]2)=[CH:3][CH:2]=1.[Li+].[BH4-], predict the reaction product. The product is: [C:1]1([CH3:23])[CH:2]=[CH:3][C:4]([N:7]=[C:8]2[NH:12][C:11](=[O:13])[CH:10]([CH2:14][CH2:15][CH2:16][C:17]3[CH:22]=[CH:21][CH:20]=[CH:19][CH:18]=3)[S:9]2)=[CH:5][CH:6]=1.